From a dataset of Experimentally validated miRNA-target interactions with 360,000+ pairs, plus equal number of negative samples. Binary Classification. Given a miRNA mature sequence and a target amino acid sequence, predict their likelihood of interaction. (1) The miRNA is hsa-miR-15b-5p with sequence UAGCAGCACAUCAUGGUUUACA. The protein sequence of the target gene is MALALAALAAVEPACGSRYQQLQNEEESGEPEQAAGDAPPPYSSISAESAAYFDYKDESGFPKPPSYNVATTLPSYDEAERTKAEATIPLVPGRDEDFVGRDDFDDADQLRIGNDGIFMLTFFMAFLFNWIGFFLSFCLTTSAAGRYGAISGFGLSLIKWILIVRFSTYFPGYFDGQYWLWWVFLVLGFLLFLRGFINYAKVRKMPETFSNLPRTRVLFIY. Result: 1 (interaction). (2) Result: 1 (interaction). The protein sequence of the target gene is MVKCCSAIGCASRCLPNSKLKGLTFHVFPTDENIKRKWVLAMKRLDVNAAGIWEPKKGDVLCSRHFKKTDFDRSAPNIKLKPGVIPSIFDSPYHLQGKREKLHCRKNFTLKTVPATNYNHHLVGASSCIEEFQSQFIFEHSYSVMDSPKKLKHKLDHVIGELEDTKESLRNVLDREKRFQKSLRKTIRELKDECLISQETANRLDTFCWDCCQESIEQDYIS. The miRNA is hsa-miR-3688-5p with sequence AGUGGCAAAGUCUUUCCAUAU. (3) The miRNA is hsa-miR-6798-5p with sequence CCAGGGGGAUGGGCGAGCUUGGG. The protein sequence of the target gene is MSLVSQNSRRRRGGRANARRNNGKGHPAAVPGPDVPRDRNDPKILQGLRASEGPGTSMLPTPREGPSASVPPTASEGSSAPRQFIISQGPNTSEMPTSRKGRGASRPPAVSAGLNTAMSITASEGPNSPVPPTAPKGSKAYEHLPVSEGLAISEQRHSDGGPNMEPTLGEGPGISVPPTFSEESGISDEGLSIFMSPNISEGPGINEPYSVSEDPSTSVPPTDSNGLGINLPPTFGEGLSISMLFSALEEPDIFAPPPSAEGLFASMSPPSGEIQSSWVSPIIMEGCNVNVPPTSKKGLR.... Result: 0 (no interaction). (4) The miRNA is hsa-miR-23a-3p with sequence AUCACAUUGCCAGGGAUUUCC. The protein sequence of the target gene is MAAPGSARRPLLLLLLLLLLGLMHCASAAMFMVKNGNGTACIMANFSAAFSVNYDTKSGPKNMTFDLPSDATVVLNRSSCGKENTSDPSLVIAFGRGHTLTLNFTRNATRYSVQLMSFVYNLSDTHLFPNASSKEIKTVESITDIRADIDKKYRCVSGTQVHMNNVTVTLHDATIQAYLSNSSFSRGETRCEQDRPSPTTAPPAPPSPSPSPVPKSPSVDKYNVSGTNGTCLLASMGLQLNLTYERKDNTTVTRLLNINPNKTSASGSCGAHLVTLELHSEGTTVLLFQFGMNASSSRFF.... Result: 1 (interaction). (5) The miRNA is hsa-miR-7856-5p with sequence UUUUAAGGACACUGAGGGAUC. The protein sequence of the target gene is MFGGAKGGHFGVPPAGYSGAVPQSEAGTKAGPAGGRPADTMWRVRCKAKGGTHLLQGLSSRTRLRELQGQIAAITGIAPGSQRILVGYPPECLDLSDRDITLGDLPIQSGDMLIVEEDQTRPKASPAFSKYGAPSYVREALPVLTRTAVPADNSCLFTSVYYVVEGGVLNPACAPEMRRLIAQIVASDPVLYSEAILGKTNEDYCDWIRRDDTWGGAIEISILSKFYQCEICVVDTQTVRIDRFGEDAGYTKRVLLIYDGIHYDPLQRNFPDPDTPPLTIFSSNDDIVLVQALELADEAR.... Result: 0 (no interaction). (6) The miRNA is hsa-miR-5698 with sequence UGGGGGAGUGCAGUGAUUGUGG. The protein sequence of the target gene is MCTLQLHLLLLVVLMLSETARPQPSSTARAFPTSWGLEPVTPEVPTSAPPDSSESPTPWTLSMPVNATTDPFPALPICVCDLTPGTCDLNCCCDKDCDLLHPRTVFSFCLPGSVRSSSWVCVDNSLMFRSNSPFPSRVFTDSSGTTQFCVRVNNSKANYFQKLQTVNATNFQALAAEFGGQSFPSMPPETQPPVLFYRAGDPILTYYPSWSVVSLLRQPAAVGAGGLCAESNPAGFLESKSTTCPRFFRDLASSCTSEPALDAASYYNFRVLKVPRGVTDLQNMKFQVPVTLASQASPPL.... Result: 0 (no interaction). (7) The protein sequence of the target gene is MASAGDTQAGPRDAADQNFDYMFKLLLIGNSSVGKTSFLFRYADDSFTPAFVSTVGIDFKVKTVYRHDKRIKLQIWDTAGQERYRTITTAYYRGAMGFLLMYDIANQESFAAVQDWATQIKTYSWDNAQVILVGNKCDLEDERVVPAEDGRRLADDLGFEFFEASAKENINVKQVFERLVDVICEKMNESLEPSSSSGSNGKGPAVGDAPAPQPSSCSC. The miRNA is hsa-miR-6720-5p with sequence UUCCAGCCCUGGUAGGCGCCGCG. Result: 1 (interaction).